The task is: Predict the product of the given reaction.. This data is from Forward reaction prediction with 1.9M reactions from USPTO patents (1976-2016). (1) Given the reactants C(=O)([O-])[O-].[K+].[K+].[C:15](O[C:15]([O:17][C:18]([CH3:21])([CH3:20])[CH3:19])=[O:16])([O:17][C:18]([CH3:21])([CH3:20])[CH3:19])=[O:16].[NH:22]1[C:26]2=[N:27][CH:28]=[CH:29][CH:30]=[C:25]2[C:24]([CH2:31][NH:32][CH:33]2[CH2:35][CH2:34]2)=[CH:23]1.O, predict the reaction product. The product is: [CH:33]1([N:32]([CH2:31][C:24]2[C:25]3[C:26](=[N:27][CH:28]=[CH:29][CH:30]=3)[NH:22][CH:23]=2)[C:15](=[O:16])[O:17][C:18]([CH3:19])([CH3:20])[CH3:21])[CH2:35][CH2:34]1. (2) Given the reactants C[O:2][C:3]([C:5]1[CH:25]=[CH:24][C:8]([O:9][CH2:10][CH:11]2[O:16][CH2:15][CH2:14][N:13]([C:17]([O:19][C:20]([CH3:23])([CH3:22])[CH3:21])=[O:18])[CH2:12]2)=[CH:7][CH:6]=1)=[O:4].[OH-].[Na+].Cl, predict the reaction product. The product is: [CH3:22][C:20]([CH3:23])([O:19][C:17]([N:13]1[CH2:14][CH2:15][O:16][CH:11]([CH2:10][O:9][C:8]2[CH:7]=[CH:6][C:5]([C:3]([OH:4])=[O:2])=[CH:25][CH:24]=2)[CH2:12]1)=[O:18])[CH3:21]. (3) Given the reactants [S:1]1[C:5]([NH:6][C:7]2[CH:12]=[CH:11][C:10]([OH:13])=[CH:9][CH:8]=2)=[N:4][N:3]=[N:2]1.[CH3:14][N:15]([C:19]1[CH:24]=[CH:23][CH:22]=[CH:21][CH:20]=1)[C:16](Cl)=[O:17], predict the reaction product. The product is: [S:1]1[C:5]([NH:6][C:7]2[CH:8]=[CH:9][C:10]([O:13][C:16](=[O:17])[N:15]([CH3:14])[C:19]3[CH:24]=[CH:23][CH:22]=[CH:21][CH:20]=3)=[CH:11][CH:12]=2)=[N:4][N:3]=[N:2]1.